Dataset: Reaction yield outcomes from USPTO patents with 853,638 reactions. Task: Predict the reaction yield, written as a fraction of the theoretical maximum amount of product (1.0 means a 100% yield; for example, 0.34 means a 34% yield). (1) The reactants are Br[C:2]1[C:28]([F:29])=[CH:27][C:5]([O:6][C@H:7]2[CH2:12][CH2:11][CH2:10][N:9]([CH:13]3[CH2:18][CH2:17][N:16]([C:19]([O:21][C:22]([CH3:25])([CH3:24])[CH3:23])=[O:20])[CH2:15][CH2:14]3)[C:8]2=[O:26])=[C:4]([F:30])[CH:3]=1.[CH3:31][S:32]([O-:34])=[O:33].[Na+].[C@H]1(N)CCCC[C@@H]1N. The catalyst is CS(C)=O.CCOC(C)=O. The product is [F:30][C:4]1[CH:3]=[C:2]([S:32]([CH3:31])(=[O:34])=[O:33])[C:28]([F:29])=[CH:27][C:5]=1[O:6][C@H:7]1[CH2:12][CH2:11][CH2:10][N:9]([CH:13]2[CH2:18][CH2:17][N:16]([C:19]([O:21][C:22]([CH3:23])([CH3:24])[CH3:25])=[O:20])[CH2:15][CH2:14]2)[C:8]1=[O:26]. The yield is 0.440. (2) The reactants are [F:1][C:2]1[CH:3]=[C:4]([NH:9][C:10]2[O:14][C:13]([C:15]([NH:17][C:18]3[CH:23]=[CH:22][C:21]([CH2:24][CH2:25][CH2:26][CH:27](C(O)=O)[C:28]([OH:30])=[O:29])=[CH:20][CH:19]=3)=[O:16])=[N:12][N:11]=2)[CH:5]=[CH:6][C:7]=1[F:8]. The catalyst is CC(O)=O. The product is [F:1][C:2]1[CH:3]=[C:4]([NH:9][C:10]2[O:14][C:13]([C:15]([NH:17][C:18]3[CH:23]=[CH:22][C:21]([CH2:24][CH2:25][CH2:26][CH2:27][C:28]([OH:30])=[O:29])=[CH:20][CH:19]=3)=[O:16])=[N:12][N:11]=2)[CH:5]=[CH:6][C:7]=1[F:8]. The yield is 0.550. (3) The reactants are [Cl:1][C:2]1[CH:3]=[C:4]([C:8]2[NH:9][C:10](=O)[O:11][C:12]=2[CH2:13][CH2:14][C:15]([O:17][CH3:18])=[O:16])[CH:5]=[CH:6][CH:7]=1.P(Cl)(Cl)([Cl:22])=O.N1C=CC=CC=1.C(#N)C. The catalyst is O. The product is [Cl:22][C:10]1[O:11][C:12]([CH2:13][CH2:14][C:15]([O:17][CH3:18])=[O:16])=[C:8]([C:4]2[CH:5]=[CH:6][CH:7]=[C:2]([Cl:1])[CH:3]=2)[N:9]=1. The yield is 0.720. (4) The reactants are C([O:3][C:4]([CH:6]1[CH2:15][CH2:14][C:13]2[C:8](=[CH:9][CH:10]=[CH:11][CH:12]=2)[NH:7]1)=O)C.[H-].[H-].[H-].[H-].[Li+].[Al+3].[O-]S([O-])(=O)=O.[Na+].[Na+].N1C=CC=CC=1.[Cl:35][C:36]1[CH:37]=[C:38]([S:43](Cl)(=[O:45])=[O:44])[CH:39]=[CH:40][C:41]=1[Cl:42].[H-].[Na+].Br[CH2:50][C:51]([OH:53])=[O:52].C(O)(C(F)(F)F)=O. The catalyst is C1COCC1.CN(C1C=CN=CC=1)C.C(Cl)Cl. The product is [Cl:35][C:36]1[CH:37]=[C:38]([S:43]([N:7]2[C:8]3[C:13](=[CH:12][CH:11]=[CH:10][CH:9]=3)[CH2:14][CH2:15][CH:6]2[CH2:4][O:3][CH2:50][C:51]([OH:53])=[O:52])(=[O:45])=[O:44])[CH:39]=[CH:40][C:41]=1[Cl:42]. The yield is 0.500. (5) The reactants are [Cl:1][C:2]1[C:11]2[C:6](=[CH:7][C:8]([OH:14])=[C:9]([O:12][CH3:13])[CH:10]=2)[N:5]=[CH:4][N:3]=1.C1(P(C2C=CC=CC=2)C2C=CC=CC=2)C=CC=CC=1.[F:34][CH2:35][CH2:36][N:37]1[CH2:42][CH2:41][N:40]([CH2:43][CH2:44]O)[CH2:39][CH2:38]1.N(C(OC(C)C)=O)=NC(OC(C)C)=O. The catalyst is ClCCl. The product is [Cl:1][C:2]1[C:11]2[C:6](=[CH:7][C:8]([O:14][CH2:44][CH2:43][N:40]3[CH2:41][CH2:42][N:37]([CH2:36][CH2:35][F:34])[CH2:38][CH2:39]3)=[C:9]([O:12][CH3:13])[CH:10]=2)[N:5]=[CH:4][N:3]=1. The yield is 0.670. (6) The reactants are C([O:8][NH:9][C:10]([C@@H:12]1[C@@H:17]([C:18](=[O:39])[NH:19][C:20]2[CH:25]=[CH:24][C:23]([O:26][CH2:27][C:28]3[C:37]4[C:32](=[CH:33][CH:34]=[CH:35][CH:36]=4)[N:31]=[C:30]([CH3:38])[CH:29]=3)=[CH:22][CH:21]=2)[CH2:16][CH2:15][CH:14]([CH2:40][C:41](O)=[O:42])[CH2:13]1)=[O:11])C1C=CC=CC=1.C1CN([P+](ON2N=NC3C=CC=CC2=3)(N2CCCC2)N2CCCC2)CC1.F[P-](F)(F)(F)(F)F.[NH:77]1[CH2:82][CH2:81][CH2:80][CH2:79][CH2:78]1.CN1CCOCC1. The catalyst is CN(C=O)C. The product is [OH:8][NH:9][C:10]([C@H:12]1[CH2:13][CH:14]([CH2:40][C:41](=[O:42])[N:77]2[CH2:82][CH2:81][CH2:80][CH2:79][CH2:78]2)[CH2:15][CH2:16][C@@H:17]1[C:18]([NH:19][C:20]1[CH:25]=[CH:24][C:23]([O:26][CH2:27][C:28]2[C:37]3[C:32](=[CH:33][CH:34]=[CH:35][CH:36]=3)[N:31]=[C:30]([CH3:38])[CH:29]=2)=[CH:22][CH:21]=1)=[O:39])=[O:11]. The yield is 0.950. (7) The reactants are [C:1]([N:4]1[C:13]2[C:8](=[CH:9][CH:10]=[C:11]([C:14]3[S:15][C:16](Cl)=[C:17]([C:19]([O:21][CH2:22][CH3:23])=[O:20])[N:18]=3)[CH:12]=2)[CH2:7][CH2:6][CH2:5]1)(=[O:3])[CH3:2].[CH3:25][O:26][C:27]1[CH:32]=[CH:31][C:30](B(O)O)=[CH:29][CH:28]=1.[Cl-].[Li+].C(=O)([O-])[O-].[Cs+].[Cs+]. The catalyst is C1C=CC([P]([Pd]([P](C2C=CC=CC=2)(C2C=CC=CC=2)C2C=CC=CC=2)([P](C2C=CC=CC=2)(C2C=CC=CC=2)C2C=CC=CC=2)[P](C2C=CC=CC=2)(C2C=CC=CC=2)C2C=CC=CC=2)(C2C=CC=CC=2)C2C=CC=CC=2)=CC=1.O.O1CCOCC1. The product is [C:1]([N:4]1[C:13]2[C:8](=[CH:9][CH:10]=[C:11]([C:14]3[S:15][C:16]([C:30]4[CH:31]=[CH:32][C:27]([O:26][CH3:25])=[CH:28][CH:29]=4)=[C:17]([C:19]([O:21][CH2:22][CH3:23])=[O:20])[N:18]=3)[CH:12]=2)[CH2:7][CH2:6][CH2:5]1)(=[O:3])[CH3:2]. The yield is 0.900. (8) The reactants are [Cl:1][C:2]1[CH:10]=[CH:9][C:8](F)=[CH:7][C:3]=1[C:4]([NH2:6])=[O:5].C(=O)([O-])[O-].[K+].[K+].[CH3:18][N:19]1[CH2:24][CH2:23][NH:22][CH2:21][CH2:20]1.O. The catalyst is CS(C)=O. The product is [Cl:1][C:2]1[CH:10]=[CH:9][C:8]([N:22]2[CH2:23][CH2:24][N:19]([CH3:18])[CH2:20][CH2:21]2)=[CH:7][C:3]=1[C:4]([NH2:6])=[O:5]. The yield is 0.400. (9) The reactants are [OH-:1].[K+].[CH3:3][O:4][C:5]1[CH:12]=[C:11]([C:13]2[C:14]([C:19]3[CH:24]=[CH:23][CH:22]=[CH:21][CH:20]=3)=[N:15][O:16][C:17]=2[CH3:18])[CH:10]=[CH:9][C:6]=1[C:7]#[N:8]. The catalyst is C(O)(C)(C)C.[Cl-].[Na+].O. The product is [CH3:3][O:4][C:5]1[CH:12]=[C:11]([C:13]2[C:14]([C:19]3[CH:24]=[CH:23][CH:22]=[CH:21][CH:20]=3)=[N:15][O:16][C:17]=2[CH3:18])[CH:10]=[CH:9][C:6]=1[C:7]([NH2:8])=[O:1]. The yield is 0.730. (10) The reactants are I[C:2]1[CH:18]=[CH:17][C:5]2[O:6][CH2:7][CH2:8][C:9]3[N:10]([N:11]=[C:12]([C:14]([NH2:16])=[O:15])[CH:13]=3)[C:4]=2[CH:3]=1.[CH3:19][C:20]1[O:24][N:23]=[C:22]([C@:25]([OH:29])([C:27]#[CH:28])[CH3:26])[N:21]=1. The catalyst is N1CCCCC1.[Cu]I.C1C=CC([P]([Pd]([P](C2C=CC=CC=2)(C2C=CC=CC=2)C2C=CC=CC=2)([P](C2C=CC=CC=2)(C2C=CC=CC=2)C2C=CC=CC=2)[P](C2C=CC=CC=2)(C2C=CC=CC=2)C2C=CC=CC=2)(C2C=CC=CC=2)C2C=CC=CC=2)=CC=1. The product is [OH:29][C@:25]([C:22]1[N:21]=[C:20]([CH3:19])[O:24][N:23]=1)([CH3:26])[C:27]#[C:28][C:2]1[CH:18]=[CH:17][C:5]2[O:6][CH2:7][CH2:8][C:9]3[N:10]([N:11]=[C:12]([C:14]([NH2:16])=[O:15])[CH:13]=3)[C:4]=2[CH:3]=1. The yield is 0.400.